Dataset: Forward reaction prediction with 1.9M reactions from USPTO patents (1976-2016). Task: Predict the product of the given reaction. (1) Given the reactants [CH3:1][O:2][C:3]1[CH:12]=[CH:11][C:6]([CH2:7][N:8]=[C:9]=[O:10])=[CH:5][CH:4]=1.[C:13](=O)([O-])[O-].[K+].[K+].[NH2:19][C:20]1[C:24]([C:25]#[N:26])=[C:23]([N:27]2[CH2:32][CH2:31][CH2:30][C@@H:29]([NH:33][C:34]([O:36][C:37]([CH3:40])([CH3:39])[CH3:38])=[O:35])[CH2:28]2)[N:22]([CH2:41][C:42]2[CH:47]=[C:46]([F:48])[CH:45]=[CH:44][C:43]=2[Cl:49])[C:21]=1[C:50]([O:52]CC)=O, predict the reaction product. The product is: [Cl:49][C:43]1[CH:44]=[CH:45][C:46]([F:48])=[CH:47][C:42]=1[CH2:41][N:22]1[C:21]2[C:50](=[O:52])[N:8]([CH2:7][C:6]3[CH:11]=[CH:12][C:3]([O:2][CH3:1])=[CH:4][CH:5]=3)[C:9](=[O:10])[N:19]([CH3:13])[C:20]=2[C:24]([C:25]#[N:26])=[C:23]1[N:27]1[CH2:32][CH2:31][CH2:30][C@@H:29]([NH:33][C:34](=[O:35])[O:36][C:37]([CH3:40])([CH3:39])[CH3:38])[CH2:28]1. (2) Given the reactants [Cl:1][C:2]1[CH:10]=[C:9]2[C:5]([C:6]([C:15]([N:17]3[CH2:22][CH2:21][CH:20]([C:23]4[CH:28]=[CH:27][CH:26]=[CH:25][C:24]=4[C:29]([F:32])([F:31])[F:30])[CH2:19][CH2:18]3)=[O:16])=[CH:7][N:8]2[CH2:11][C:12]([OH:14])=O)=[CH:4][CH:3]=1.C(OC(=O)[NH:39][CH2:40][CH2:41][NH2:42])(C)(C)C.Cl, predict the reaction product. The product is: [ClH:1].[NH2:39][CH2:40][CH2:41][NH:42][C:12](=[O:14])[CH2:11][N:8]1[C:9]2[C:5](=[CH:4][CH:3]=[C:2]([Cl:1])[CH:10]=2)[C:6]([C:15]([N:17]2[CH2:18][CH2:19][CH:20]([C:23]3[CH:28]=[CH:27][CH:26]=[CH:25][C:24]=3[C:29]([F:31])([F:30])[F:32])[CH2:21][CH2:22]2)=[O:16])=[CH:7]1. (3) Given the reactants [CH3:1][O:2][C:3](=[O:18])[C:4]1[CH:9]=[C:8](F)[C:7]([C:11]([F:14])([F:13])[F:12])=[CH:6][C:5]=1[N+:15]([O-:17])=[O:16].[CH3:19][NH2:20], predict the reaction product. The product is: [CH3:1][O:2][C:3](=[O:18])[C:4]1[CH:9]=[C:8]([NH:20][CH3:19])[C:7]([C:11]([F:14])([F:13])[F:12])=[CH:6][C:5]=1[N+:15]([O-:17])=[O:16]. (4) The product is: [OH:14][CH:13]([C:15]1([C:19]([F:22])([F:21])[F:20])[CH2:16][CH2:17][CH2:18]1)[C:11]1[N:10]=[C:9]([CH2:23][CH2:24][C:25]2[CH:30]=[CH:29][C:28]([C:31]3[CH:36]=[CH:35][CH:34]=[CH:33][N:32]=3)=[CH:27][CH:26]=2)[N:8]([S:5]([N:4]([CH3:3])[CH3:37])(=[O:7])=[O:6])[CH:12]=1. Given the reactants [BH4-].[Na+].[CH3:3][N:4]([CH3:37])[S:5]([N:8]1[CH:12]=[C:11]([C:13]([C:15]2([C:19]([F:22])([F:21])[F:20])[CH2:18][CH2:17][CH2:16]2)=[O:14])[N:10]=[C:9]1[CH2:23][CH2:24][C:25]1[CH:30]=[CH:29][C:28]([C:31]2[CH:36]=[CH:35][CH:34]=[CH:33][N:32]=2)=[CH:27][CH:26]=1)(=[O:7])=[O:6].C(OCC)(=O)C.CCCCCC, predict the reaction product. (5) The product is: [C:1]([O:5][C:6](=[O:20])[CH2:7][C:8]1[N:16]2[C:11]([CH:12]=[CH:13][C:14]([CH2:17][N:30]([CH3:29])[CH3:26])=[CH:15]2)=[CH:10][C:9]=1[CH3:19])([CH3:4])([CH3:3])[CH3:2]. Given the reactants [C:1]([O:5][C:6](=[O:20])[CH2:7][C:8]1[N:16]2[C:11]([CH:12]=[CH:13][C:14]([C:17]#N)=[CH:15]2)=[CH:10][C:9]=1[CH3:19])([CH3:4])([CH3:3])[CH3:2].O.[PH2]([O-])=O.[Na+].[CH3:26]NC.[C:29]([BH3-])#[N:30].[Na+].C([O-])(O)=O.[Na+], predict the reaction product. (6) The product is: [CH2:1]([NH:4][C:5]1[C:6]2[S:14][CH:13]=[C:12]([CH3:15])[C:7]=2[N:8]=[C:9]([NH:20][CH2:19][CH2:18][O:17][CH3:16])[N:10]=1)[CH:2]=[CH2:3]. Given the reactants [CH2:1]([NH:4][C:5]1[C:6]2[S:14][CH:13]=[C:12]([CH3:15])[C:7]=2[N:8]=[C:9](Cl)[N:10]=1)[CH:2]=[CH2:3].[CH3:16][O:17][CH2:18][CH2:19][NH2:20].C(=O)([O-])O.[Na+], predict the reaction product.